This data is from Reaction yield outcomes from USPTO patents with 853,638 reactions. The task is: Predict the reaction yield, written as a fraction of the theoretical maximum amount of product (1.0 means a 100% yield; for example, 0.34 means a 34% yield). (1) The yield is 0.380. The catalyst is C1C=CC(P(C2C=CC=CC=2)[C-]2C=CC=C2)=CC=1.C1C=CC(P(C2C=CC=CC=2)[C-]2C=CC=C2)=CC=1.Cl[Pd]Cl.[Fe+2].C(#N)C. The product is [O:29]=[S:27]1(=[O:30])[CH2:28][C:24]2[CH:23]=[C:22]([C:2]3[C:11]4[C:6](=[CH:7][CH:8]=[C:9]([C:12]#[N:13])[CH:10]=4)[CH:5]=[N:4][CH:3]=3)[CH:32]=[CH:31][C:25]=2[NH:26]1. The reactants are Cl[C:2]1[C:11]2[C:6](=[CH:7][CH:8]=[C:9]([C:12]#[N:13])[CH:10]=2)[CH:5]=[N:4][CH:3]=1.CC1(C)C(C)(C)OB([C:22]2[CH:32]=[CH:31][C:25]3[NH:26][S:27](=[O:30])(=[O:29])[CH2:28][C:24]=3[CH:23]=2)O1.C(Cl)Cl.C(=O)([O-])[O-].[Na+].[Na+].O. (2) The reactants are [CH3:1][O:2][C:3](=[O:34])[C@H:4]([CH2:16][C:17]1[CH:22]=[CH:21][C:20]([NH:23][C:24]([C:26]2[C:31]([Cl:32])=[CH:30][CH:29]=[CH:28][C:27]=2[Cl:33])=[O:25])=[CH:19][CH:18]=1)[NH:5][C:6]([C:8]1([CH2:13][CH2:14][NH2:15])[CH2:12][CH2:11][CH2:10][CH2:9]1)=[O:7].[CH3:35][O:36][C:37]1[CH:45]=[CH:44][C:40]([C:41](Cl)=[O:42])=[CH:39][CH:38]=1.CCN(C(C)C)C(C)C. The catalyst is ClCCl. The product is [CH3:1][O:2][C:3](=[O:34])[C@H:4]([CH2:16][C:17]1[CH:22]=[CH:21][C:20]([NH:23][C:24]([C:26]2[C:27]([Cl:33])=[CH:28][CH:29]=[CH:30][C:31]=2[Cl:32])=[O:25])=[CH:19][CH:18]=1)[NH:5][C:6]([C:8]1([CH2:13][CH2:14][NH:15][C:41]([C:40]2[CH:44]=[CH:45][C:37]([O:36][CH3:35])=[CH:38][CH:39]=2)=[O:42])[CH2:9][CH2:10][CH2:11][CH2:12]1)=[O:7]. The yield is 0.780. (3) The reactants are C[Si]([C:5]#[C:6][C:7]1[C:8]([CH2:13][C:14]([O:16][CH2:17][CH3:18])=[O:15])=[N:9][CH:10]=[CH:11][N:12]=1)(C)C.CCCC[N+](CCCC)(CCCC)CCCC.[F-].O. The catalyst is C1COCC1. The product is [C:6]([C:7]1[C:8]([CH2:13][C:14]([O:16][CH2:17][CH3:18])=[O:15])=[N:9][CH:10]=[CH:11][N:12]=1)#[CH:5]. The yield is 0.750. (4) The reactants are [CH3:1][O:2][CH2:3][CH2:4][N:5]([CH3:17])[C:6]1[CH:16]=[CH:15][C:9]([C:10]([O:12]CC)=[O:11])=[CH:8][CH:7]=1.[OH-].[Na+]. The catalyst is CO. The product is [CH3:1][O:2][CH2:3][CH2:4][N:5]([CH3:17])[C:6]1[CH:16]=[CH:15][C:9]([C:10]([OH:12])=[O:11])=[CH:8][CH:7]=1. The yield is 0.820. (5) The yield is 0.910. The reactants are [BH4-].[Li+].Cl[Si](C)(C)C.[Br:8][C:9]1[CH:14]=[CH:13][C:12]([CH:15]2[CH2:20][C:19](=O)[NH:18][C:17](=O)[CH2:16]2)=[CH:11][CH:10]=1.[C:23](O[C:23]([O:25][C:26]([CH3:29])([CH3:28])[CH3:27])=[O:24])([O:25][C:26]([CH3:29])([CH3:28])[CH3:27])=[O:24]. The catalyst is O1CCCC1.CO.C(N(CC)CC)C. The product is [C:26]([O:25][C:23]([N:18]1[CH2:19][CH2:20][CH:15]([C:12]2[CH:13]=[CH:14][C:9]([Br:8])=[CH:10][CH:11]=2)[CH2:16][CH2:17]1)=[O:24])([CH3:29])([CH3:28])[CH3:27]. (6) The reactants are [F:1][C:2]1[CH:3]=[C:4]([C@@:12]([NH:34][S@@](C(C)(C)C)=O)([C:20]2[CH:25]=[C:24]([O:26][C:27]([F:32])([F:31])[CH:28]([F:30])[F:29])[CH:23]=[C:22]([F:33])[CH:21]=2)[CH2:13][C:14]2[CH:19]=[CH:18][CH:17]=[CH:16][CH:15]=2)[CH:5]=[CH:6][C:7]=1[O:8][CH:9]([CH3:11])[CH3:10].Cl. The catalyst is CO.CCOCC. The product is [F:1][C:2]1[CH:3]=[C:4]([C@:12]([C:20]2[CH:25]=[C:24]([O:26][C:27]([F:31])([F:32])[CH:28]([F:29])[F:30])[CH:23]=[C:22]([F:33])[CH:21]=2)([NH2:34])[CH2:13][C:14]2[CH:19]=[CH:18][CH:17]=[CH:16][CH:15]=2)[CH:5]=[CH:6][C:7]=1[O:8][CH:9]([CH3:11])[CH3:10]. The yield is 1.00. (7) The reactants are Cl.[CH3:2][NH:3][O:4][CH3:5].[F:6][C:7]1[CH:15]=[CH:14][C:10]([C:11](Cl)=[O:12])=[CH:9][CH:8]=1.C(N(CC)CC)C. The catalyst is C(Cl)Cl. The product is [F:6][C:7]1[CH:15]=[CH:14][C:10]([C:11]([N:3]([O:4][CH3:5])[CH3:2])=[O:12])=[CH:9][CH:8]=1. The yield is 0.880.